From a dataset of Forward reaction prediction with 1.9M reactions from USPTO patents (1976-2016). Predict the product of the given reaction. (1) Given the reactants [CH:1]1([C@H:7]([NH2:32])[C:8]([N:10]2[C@H:15]([C:16]3[CH:20]=[CH:19][N:18]([CH2:21][C:22]4[CH:27]=[CH:26][C:25]([F:28])=[CH:24][CH:23]=4)[N:17]=3)[CH2:14][N:13]3[CH2:29][CH2:30][CH2:31][C@@H:12]3[CH2:11]2)=[O:9])[CH2:6][CH2:5][CH2:4][CH2:3][CH2:2]1.[C:33]([O:37][C:38]([N:40]([CH3:46])[C@H:41]([C:43](O)=[O:44])[CH3:42])=[O:39])([CH3:36])([CH3:35])[CH3:34].C(N(C(C)C)C(C)C)C.F[P-](F)(F)(F)(F)F.N1(OC(N(C)C)=[N+](C)C)C2N=CC=CC=2N=N1, predict the reaction product. The product is: [C:33]([O:37][C:38](=[O:39])[N:40]([C@@H:41]([CH3:42])[C:43]([NH:32][C@@H:7]([CH:1]1[CH2:6][CH2:5][CH2:4][CH2:3][CH2:2]1)[C:8]([N:10]1[C@H:15]([C:16]2[CH:20]=[CH:19][N:18]([CH2:21][C:22]3[CH:23]=[CH:24][C:25]([F:28])=[CH:26][CH:27]=3)[N:17]=2)[CH2:14][N:13]2[CH2:29][CH2:30][CH2:31][C@@H:12]2[CH2:11]1)=[O:9])=[O:44])[CH3:46])([CH3:36])([CH3:34])[CH3:35]. (2) Given the reactants [Cl:1][C:2]1[CH:7]=[CH:6][C:5]([CH2:8][C:9]([NH:11][N:12]2[N:21]=[C:20]([S:22]([C:25]3[CH:30]=[CH:29][N+:28]([O-])=[CH:27][CH:26]=3)(=[O:24])=[O:23])[C:19]3[C:14](=[CH:15][CH:16]=[CH:17][CH:18]=3)[C:13]2=[O:32])=[O:10])=[CH:4][CH:3]=1, predict the reaction product. The product is: [Cl:1][C:2]1[CH:7]=[CH:6][C:5]([CH2:8][C:9]([NH:11][N:12]2[N:21]=[C:20]([S:22]([C:25]3[CH:26]=[CH:27][N:28]=[CH:29][CH:30]=3)(=[O:23])=[O:24])[C:19]3[C:14](=[CH:15][CH:16]=[CH:17][CH:18]=3)[C:13]2=[O:32])=[O:10])=[CH:4][CH:3]=1. (3) Given the reactants [OH:1][C@H:2]([C:19]1[CH:24]=[CH:23][CH:22]=[CH:21][CH:20]=1)[CH2:3][NH:4][C:5]([C@@H:7]([CH2:16][CH:17]=[CH2:18])[CH2:8][C:9]([O:11][C:12]([CH3:15])([CH3:14])[CH3:13])=[O:10])=[O:6].[Si:25]([O:32][C@@H:33]([CH2:37][CH:38]=[CH2:39])[C:34](O)=[O:35])([C:28]([CH3:31])([CH3:30])[CH3:29])([CH3:27])[CH3:26], predict the reaction product. The product is: [Si:25]([O:32][C@@H:33]([CH2:37][CH:38]=[CH2:39])[C:34]([O:1][C@H:2]([C:19]1[CH:20]=[CH:21][CH:22]=[CH:23][CH:24]=1)[CH2:3][NH:4][C:5]([C@@H:7]([CH2:16][CH:17]=[CH2:18])[CH2:8][C:9]([O:11][C:12]([CH3:15])([CH3:14])[CH3:13])=[O:10])=[O:6])=[O:35])([C:28]([CH3:31])([CH3:30])[CH3:29])([CH3:26])[CH3:27]. (4) The product is: [F:31][C:2]([F:1])([F:30])[S:3]([O:6][C:7]1[CH:8]=[CH:9][C:10]2[C:11](=[O:29])[C:12]3[C:17]([O:18][C:19]=2[CH:20]=1)=[CH:16][C:15]([N:32]1[CH2:37][CH2:36][CH2:35][CH2:34][CH2:33]1)=[CH:14][CH:13]=3)(=[O:4])=[O:5]. Given the reactants [F:1][C:2]([F:31])([F:30])[S:3]([O:6][C:7]1[CH:8]=[CH:9][C:10]2[C:11](=[O:29])[C:12]3[C:17]([O:18][C:19]=2[CH:20]=1)=[CH:16][C:15](OS(C(F)(F)F)(=O)=O)=[CH:14][CH:13]=3)(=[O:5])=[O:4].[NH:32]1[CH2:37][CH2:36][CH2:35][CH2:34][CH2:33]1, predict the reaction product. (5) The product is: [F:21][C:22]([F:33])([F:32])[C:14]([OH:16])=[O:15].[F:33][C:22]([F:21])([F:32])[C:23]1[CH:24]=[C:25]([C:29]2[S:31][CH:2]=[C:3]([CH:5]3[CH2:6][C:7]4([CH2:9][CH2:10][NH:11][CH2:12][CH2:13]4)[CH2:8]3)[N:30]=2)[CH:26]=[CH:27][CH:28]=1. Given the reactants Br[CH2:2][C:3]([CH:5]1[CH2:8][C:7]2([CH2:13][CH2:12][N:11]([C:14]([O:16]C(C)(C)C)=[O:15])[CH2:10][CH2:9]2)[CH2:6]1)=O.[F:21][C:22]([F:33])([F:32])[C:23]1[CH:24]=[C:25]([C:29](=[S:31])[NH2:30])[CH:26]=[CH:27][CH:28]=1, predict the reaction product.